This data is from Forward reaction prediction with 1.9M reactions from USPTO patents (1976-2016). The task is: Predict the product of the given reaction. Given the reactants [O:1]=[C:2]1[CH2:7][CH2:6][N:5]2[CH:8]=[C:9]([C:11]([O:13]CC)=[O:12])[N:10]=[C:4]2[NH:3]1.[OH-].[Na+], predict the reaction product. The product is: [O:1]=[C:2]1[CH2:7][CH2:6][N:5]2[CH:8]=[C:9]([C:11]([OH:13])=[O:12])[N:10]=[C:4]2[NH:3]1.